From a dataset of M1 muscarinic receptor antagonist screen with 61,756 compounds. Binary Classification. Given a drug SMILES string, predict its activity (active/inactive) in a high-throughput screening assay against a specified biological target. (1) The molecule is S(=O)(=O)(N(C(=O)NC(=O)NC1C2CC3CC1CC(C2)C3)CCCC)C. The result is 0 (inactive). (2) The drug is S(c1[nH]c(N)c(c2ccccc2)c(=O)n1)Cc1onc(n1)c1cc(OC)c(OC)cc1. The result is 0 (inactive). (3) The molecule is s1\c(n(c(c1)c1ccccc1)CC=C)=C(\c1n2CCCCCc2nn1)C#N. The result is 0 (inactive). (4) The molecule is S(=O)(=O)(NCCCCCNS(=O)(=O)c1ccccc1)c1ccccc1. The result is 0 (inactive). (5) The compound is S(=O)(=O)(N(c1ccc(OC)cc1)CC(OC)=O)c1cc(OC)c(OC)cc1. The result is 0 (inactive). (6) The molecule is S(=O)(=O)(/N=C(/SC)Nc1ccc(N2CCOCC2)cc1)c1sccc1. The result is 0 (inactive).